This data is from Experimentally validated miRNA-target interactions with 360,000+ pairs, plus equal number of negative samples. The task is: Binary Classification. Given a miRNA mature sequence and a target amino acid sequence, predict their likelihood of interaction. (1) The miRNA is hsa-miR-200a-3p with sequence UAACACUGUCUGGUAACGAUGU. The protein sequence of the target gene is MWSRMNRAAEEFYARLRQEFNEEKKGASKDPFIYEADVQVQLISKGQPSLLKTILNENDSVFLVEKVVLEKEETSQVEELQSEETAISDLSAGENIRPLALPVGRARQLIGLYTMAHNPNMTHLKIKQPVTALPPLWVRCDGSDPEGTCWLGAELITTNDIIAGVILYVLTCKADKNYSEDLENLKTSHKKRHHVSAVTARGFAQYELFKSDDLDDTVAPSQTTVTLDLSWSPVDEMLQTPPLSSTAALNIRVQSGESRGCLSHLHRELKFLLVLADGIRTGVTEWLEPLETKSALEFVQ.... Result: 0 (no interaction). (2) The miRNA is cel-miR-1819-3p with sequence UGGAAUGAUUGAGCUUGAUGGA. The protein sequence of the target gene is MGFCKADAATSFLRAARSGNLDKALDHLRNGVDINTCNQNGLNGLHLASKEGHVKMVVELLHKEIILETTTKKGNTALHIAALAGQDEVVRELVNYGANVNAQSQKGFTPLYMAAQENHLEVVKFLLENGANQNVATEDGFTPLAVALQQGHENVVAHLINYGTKGKVRLPALHIAARNDDTRTAAVLLQNDPNPDVLSKTGFTPLHIAAHYENLNVAQLLLNRGASVNFTPQNGITPLHIASRRGNVIMVRLLLDRGAQIETRTKDELTPLHCAARNGHVRISEILLDHGAPIQAKTKN.... Result: 0 (no interaction). (3) The miRNA is hsa-miR-6775-3p with sequence AGGCCCUGUCCUCUGCCCCAG. The protein sequence of the target gene is MCPGNWLWASMTFMARFSRGSSRSPVRTRGSLEEMPSVHHPFLNVFELERLLYTGKTACNHADEVWPGLYLGDQDMANNRRELRRLGITHVLNASHNRWRGTPEAYEGLGIRYLGVEAHDSPAFDMSIHFQTAADFIHRALSQPGGKILVHCAVGVSRSATLVLAYLMLYHHFTLVEAIKKVKDHRGITPNRGFLRQLLALDRRLRQGLEA. Result: 0 (no interaction). (4) The miRNA is hsa-miR-5581-5p with sequence AGCCUUCCAGGAGAAAUGGAGA. The protein sequence of the target gene is MLLFAHLLQLLVSATVPTQSSPHSLRYFTTAVSRPGLGEPRFIIVGYVDDTQFVRFDSDAENPRMEPRARWIEQEGPEYWERETWKARDMGRNFRVNLRTLLGYYNQSNDESHTLQWMYGCDVGPDGRLLRGYCQEAYDGQDYISLNEDLRSWTANDIASQISKHKSEAVDEAHQQRAYLQGPCVEWLHRYLRLGNETLQRSDPPKAHVTHHPRSEDEVTLRCWALGFYPADITLTWQLNGEELTQDMELVETRPAGDGTFQKWAAVVVPLGKEQYYTCHVYHEGLPEPLTLRWEPPPST.... Result: 0 (no interaction). (5) The miRNA is cel-miR-78 with sequence UGGAGGCCUGGUUGUUUGUGC. The protein sequence of the target gene is MLSPQRTAAVASRGAGDAMENGKPGPVQVVLVHKEQHSFELEERALASVLLQDHIRDLDVVVVSVAGAFRKGKSFILDFMLRYLYSQKEGGHSDWLGDPEEPLTGFSWRGGSDPETTGIQIWSEVFTVKKPCGKKVAVVLMDTQGAFDSQSTVKDCATIFALSTMTSSVQIYNLSQNIQEDDLQQLQLFTEYGRLAMDEIFQKPFQTLMFLIRDWSFPYEYNYGLQGGMAFLDKRLHVKEHQHEEIQNVRNHIHSCFSDVTCFLLPHPGLQVATSPNFDGKLKDIASEFKEQLQALIPYV.... Result: 0 (no interaction). (6) Result: 0 (no interaction). The protein sequence of the target gene is MMAGEGSTITSRIKNLLRSPSIKLRRSKAGNRREDLSSKVTLEKVLGVTVSGGRGLACDPRSGLVAYSAGCVVVLFNPRKHKQHHILNSSRKTITALAFSPDGKYLVTGESGHMPAVRVWDVAERSQVAELQEHKYGVACVAFSPSAKYIVSVGYQHDMIVNVWAWKKNIVVASNKVSSRVTAVSFSEDCSYFVTAGNRHIKFWYLDDSKTSKVNATVPLLGRSGLLGELRNNLFTDVACGRGEKADSTFCITSSGLLCEFSDRRLLDKWVELRTTVAHCISVTQEYIFCGCADGTVRLF.... The miRNA is hsa-miR-6718-5p with sequence UAGUGGUCAGAGGGCUUAUGA. (7) The miRNA is hsa-let-7b-5p with sequence UGAGGUAGUAGGUUGUGUGGUU. The protein sequence of the target gene is MAKFMTPVIQDNPSGWGPCAVPEQFRDMPYQPFSKGDRLGKVADWTGATYQDKRYTNKYSSQFGGGSQYAYFHEEDESSFQLVDTARTQKTAYQRNRMRFAQRNLRRDKDRRNMLQFNLQILPKSAKQKERERIRLQKKFQKQFGVRQKWDQKSQKPRDSSVEVRSDWEVKEEMDFPQLMKMRYLEVSEPQDIECCGALEYYDKAFDRITTRSEKPLRSIKRIFHTVTTTDDPVIRKLAKTQGNVFATDAILATLMSCTRSVYSWDIVVQRVGSKLFFDKRDNSDFDLLTVSETANEPPQ.... Result: 1 (interaction). (8) The miRNA is hsa-miR-219a-2-3p with sequence AGAAUUGUGGCUGGACAUCUGU. The protein sequence of the target gene is MGRPGRKPRGRARPGLFPFPKEELRQGGSSPANLNAMSKGPVSFKDVTVDFTQEEWQRLDPAQKALYRDVMLENYCHFISVGFHITKPDMIRKLEQGEELWTERIFPSQSYLEEEEVLVKFSDYQDKPPKSIVIIKHKKLIKERSSVYGEALGKNRVVSKTLFEYKSDGKVLKNISEFISRDINPAMGKLGGSKEWEGSILTSKQEKTHPASILHKQIGRALSSEWDLAQHQKTQIPEQRFEYNKCDSSFLMTGVEFPHGRAHRGGGNFNYSKDDITLFEKSDLGIHPHDLMEKKCSSYN.... Result: 0 (no interaction). (9) The miRNA is mmu-miR-7217-5p with sequence AACUUGUAUCUUGUGAGACAGAAGG. The protein sequence of the target gene is MIHTNLKRKFSCFVLVFLLFAIICVWKKGSDYEALTLQAKVFQMPKSQEKVAVGPAPQAVFSNSKQDPKEGVQILSYPRVTAKVKPQPSLQVWDKDSTYSKLNPRLLKIWRNYLNMNKYKVSYKGPGPGVKFSVEALRCHLRDHVNVSMIEATDFPFNTTEWEGYLPKENFRTKAGPWHKCAVVSSAGSLKNSQLGREIDNHDAVLRFNGAPTDNFQQDVGTKTTIRLVNSQLVTTEKRFLKDSLYTEGILILWDPSVYHADIPQWYQKPDYNFFETYKSYRRLHPSQPFYILKPQMPWE.... Result: 0 (no interaction). (10) The miRNA is hsa-miR-764 with sequence GCAGGUGCUCACUUGUCCUCCU. The protein sequence of the target gene is MRAFLRNQKYEDMHNIIHILQIRKLRHRLSNFPRLPGILAPETVLLPFCYKVFRKKEKVKRSQKATEFIDYSIEQSHHAILTPLQTHLTMKGSSMKCSSLSSEAILFTLTLQLTQTLGLECCLLYLSKTIHPQII. Result: 1 (interaction).